From a dataset of Peptide-MHC class I binding affinity with 185,985 pairs from IEDB/IMGT. Regression. Given a peptide amino acid sequence and an MHC pseudo amino acid sequence, predict their binding affinity value. This is MHC class I binding data. The peptide sequence is LPQYFTFDL. The MHC is HLA-A25:01 with pseudo-sequence HLA-A25:01. The binding affinity (normalized) is 0.0847.